From a dataset of NCI-60 drug combinations with 297,098 pairs across 59 cell lines. Regression. Given two drug SMILES strings and cell line genomic features, predict the synergy score measuring deviation from expected non-interaction effect. (1) Drug 1: CCN(CC)CCCC(C)NC1=C2C=C(C=CC2=NC3=C1C=CC(=C3)Cl)OC. Drug 2: CC(C)NC(=O)C1=CC=C(C=C1)CNNC.Cl. Cell line: KM12. Synergy scores: CSS=8.23, Synergy_ZIP=-3.13, Synergy_Bliss=-1.88, Synergy_Loewe=-22.4, Synergy_HSA=-2.12. (2) Drug 1: CC(C)(C#N)C1=CC(=CC(=C1)CN2C=NC=N2)C(C)(C)C#N. Drug 2: C1=CC=C(C=C1)NC(=O)CCCCCCC(=O)NO. Cell line: KM12. Synergy scores: CSS=10.9, Synergy_ZIP=1.84, Synergy_Bliss=9.52, Synergy_Loewe=1.47, Synergy_HSA=5.26. (3) Drug 1: CC1=C2C(C(=O)C3(C(CC4C(C3C(C(C2(C)C)(CC1OC(=O)C(C(C5=CC=CC=C5)NC(=O)C6=CC=CC=C6)O)O)OC(=O)C7=CC=CC=C7)(CO4)OC(=O)C)O)C)OC(=O)C. Drug 2: C(=O)(N)NO. Cell line: K-562. Synergy scores: CSS=57.8, Synergy_ZIP=6.21, Synergy_Bliss=7.38, Synergy_Loewe=-36.1, Synergy_HSA=1.52. (4) Synergy scores: CSS=13.4, Synergy_ZIP=0.713, Synergy_Bliss=0.638, Synergy_Loewe=-0.577, Synergy_HSA=0.168. Drug 2: CC(C)(C#N)C1=CC(=CC(=C1)CN2C=NC=N2)C(C)(C)C#N. Cell line: RXF 393. Drug 1: CC1=C(N=C(N=C1N)C(CC(=O)N)NCC(C(=O)N)N)C(=O)NC(C(C2=CN=CN2)OC3C(C(C(C(O3)CO)O)O)OC4C(C(C(C(O4)CO)O)OC(=O)N)O)C(=O)NC(C)C(C(C)C(=O)NC(C(C)O)C(=O)NCCC5=NC(=CS5)C6=NC(=CS6)C(=O)NCCC[S+](C)C)O. (5) Drug 1: CC1=C(C(=O)C2=C(C1=O)N3CC4C(C3(C2COC(=O)N)OC)N4)N. Drug 2: C1CC(CNC1)C2=CC=C(C=C2)N3C=C4C=CC=C(C4=N3)C(=O)N. Cell line: SK-OV-3. Synergy scores: CSS=41.8, Synergy_ZIP=-0.525, Synergy_Bliss=-2.63, Synergy_Loewe=-30.9, Synergy_HSA=-0.297. (6) Drug 1: C1=NC2=C(N=C(N=C2N1C3C(C(C(O3)CO)O)F)Cl)N. Drug 2: C1CN1C2=NC(=NC(=N2)N3CC3)N4CC4. Cell line: SN12C. Synergy scores: CSS=58.8, Synergy_ZIP=-3.46, Synergy_Bliss=-1.82, Synergy_Loewe=1.81, Synergy_HSA=2.35. (7) Drug 2: CN1C2=C(C=C(C=C2)N(CCCl)CCCl)N=C1CCCC(=O)O.Cl. Synergy scores: CSS=10.7, Synergy_ZIP=-5.73, Synergy_Bliss=-2.76, Synergy_Loewe=-20.2, Synergy_HSA=-2.58. Drug 1: CC1OCC2C(O1)C(C(C(O2)OC3C4COC(=O)C4C(C5=CC6=C(C=C35)OCO6)C7=CC(=C(C(=C7)OC)O)OC)O)O. Cell line: EKVX. (8) Drug 1: CCCCCOC(=O)NC1=NC(=O)N(C=C1F)C2C(C(C(O2)C)O)O. Drug 2: CC1C(C(CC(O1)OC2CC(CC3=C2C(=C4C(=C3O)C(=O)C5=CC=CC=C5C4=O)O)(C(=O)C)O)N)O. Cell line: NCI-H460. Synergy scores: CSS=36.3, Synergy_ZIP=0.507, Synergy_Bliss=-1.95, Synergy_Loewe=-31.5, Synergy_HSA=-1.22.